From a dataset of Forward reaction prediction with 1.9M reactions from USPTO patents (1976-2016). Predict the product of the given reaction. (1) Given the reactants [Cr](Cl)([O-])(=O)=O.[NH+]1C=CC=CC=1.[Cl:12][C:13]1[CH:18]=[C:17]([C:19]2[O:23][N:22]=[C:21]([C:24]3[CH:29]=[CH:28][C:27]([CH2:30][OH:31])=[CH:26][CH:25]=3)[N:20]=2)[CH:16]=[CH:15][C:14]=1[C:32]1[CH:37]=[CH:36][CH:35]=[CH:34][CH:33]=1, predict the reaction product. The product is: [Cl:12][C:13]1[CH:18]=[C:17]([C:19]2[O:23][N:22]=[C:21]([C:24]3[CH:29]=[CH:28][C:27]([CH:30]=[O:31])=[CH:26][CH:25]=3)[N:20]=2)[CH:16]=[CH:15][C:14]=1[C:32]1[CH:33]=[CH:34][CH:35]=[CH:36][CH:37]=1. (2) Given the reactants [N:1]1([CH2:6][CH2:7][C:8]#[N:9])[CH:5]=[N:4][CH:3]=[N:2]1.[NH4+].[OH-].[H][H], predict the reaction product. The product is: [N:1]1([CH2:6][CH2:7][CH2:8][NH2:9])[CH:5]=[N:4][CH:3]=[N:2]1. (3) Given the reactants [CH3:1][O:2][C:3]1[CH:4]=[CH:5][CH:6]=[C:7]2[C:12]=1[CH2:11][CH:10]([NH:13][CH2:14][CH2:15][CH3:16])[CH2:9][CH2:8]2.[S:17]1[CH:21]=[C:20]([CH2:22][C:23](O)=O)[C:19]2[CH:26]=[CH:27][CH:28]=[CH:29][C:18]1=2, predict the reaction product. The product is: [S:17]1[CH:21]=[C:20]([CH2:22][CH2:23][N:13]([CH:10]2[CH2:9][CH2:8][C:7]3[C:12](=[C:3]([O:2][CH3:1])[CH:4]=[CH:5][CH:6]=3)[CH2:11]2)[CH2:14][CH2:15][CH3:16])[C:19]2[CH:26]=[CH:27][CH:28]=[CH:29][C:18]1=2. (4) Given the reactants [I:1][C:2]1[C:20]([C:21]([O:23]CC)=[O:22])=[C:5]2[CH2:6][N:7]([C:13]([O:15][C:16]([CH3:19])([CH3:18])[CH3:17])=[O:14])[C@@H:8]3[CH2:12][O:11][CH2:10][C@@H:9]3[N:4]2[N:3]=1.[OH-].[Na+], predict the reaction product. The product is: [C:16]([O:15][C:13]([N:7]1[C@@H:8]2[CH2:12][O:11][CH2:10][C@@H:9]2[N:4]2[N:3]=[C:2]([I:1])[C:20]([C:21]([OH:23])=[O:22])=[C:5]2[CH2:6]1)=[O:14])([CH3:19])([CH3:17])[CH3:18]. (5) Given the reactants [OH:1][C:2]1[CH:11]=[C:10]2[C:5]([CH2:6][CH2:7][CH2:8][CH:9]2[NH:12][C:13](=[O:19])[O:14][C:15]([CH3:18])([CH3:17])[CH3:16])=[CH:4][CH:3]=1.[C:20]([C:22]1[CH:23]=[C:24]([CH:27]=[CH:28][CH:29]=1)[CH2:25]Br)#[N:21].C(#N)C.C(=O)([O-])[O-].[Cs+].[Cs+], predict the reaction product. The product is: [C:20]([C:22]1[CH:23]=[C:24]([CH:27]=[CH:28][CH:29]=1)[CH2:25][O:1][C:2]1[CH:11]=[C:10]2[C:5]([CH2:6][CH2:7][CH2:8][CH:9]2[NH:12][C:13](=[O:19])[O:14][C:15]([CH3:16])([CH3:18])[CH3:17])=[CH:4][CH:3]=1)#[N:21]. (6) Given the reactants [Cl:1][C:2]1[C:3]([C:29](O)=[O:30])=[N:4][C:5]([Cl:28])=[C:6]([N:8]2[CH2:13][CH2:12][C:11](=[N:14][O:15][CH:16]3[CH2:21][CH2:20][N:19]([C:22]([O:24][CH:25]([CH3:27])[CH3:26])=[O:23])[CH2:18][CH2:17]3)[CH2:10][CH2:9]2)[N:7]=1.C(N(CC)CC)C.ClC(OCC)=O.[BH4-].[Na+], predict the reaction product. The product is: [CH:25]([O:24][C:22]([N:19]1[CH2:18][CH2:17][CH:16]([O:15][N:14]=[C:11]2[CH2:12][CH2:13][N:8]([C:6]3[C:5]([Cl:28])=[N:4][C:3]([CH2:29][OH:30])=[C:2]([Cl:1])[N:7]=3)[CH2:9][CH2:10]2)[CH2:21][CH2:20]1)=[O:23])([CH3:27])[CH3:26].